This data is from Full USPTO retrosynthesis dataset with 1.9M reactions from patents (1976-2016). The task is: Predict the reactants needed to synthesize the given product. (1) Given the product [CH2:15]([N:17]1[C:23]2[N:24]=[CH:25][C:26]([CH2:28][CH2:29][O:30][C:38]3[CH:43]=[CH:42][C:41]([NH:44][C:45](=[O:51])[O:46][C:47]([CH3:48])([CH3:49])[CH3:50])=[CH:40][C:39]=3[CH3:52])=[CH:27][C:22]=2[C:21](=[O:31])[N:20]([CH3:32])[C:19]2[CH:33]=[CH:34][CH:35]=[N:36][C:18]1=2)[CH3:16], predict the reactants needed to synthesize it. The reactants are: CC(OC(/N=N/C(OC(C)C)=O)=O)C.[CH2:15]([N:17]1[C:23]2[N:24]=[CH:25][C:26]([CH2:28][CH2:29][OH:30])=[CH:27][C:22]=2[C:21](=[O:31])[N:20]([CH3:32])[C:19]2[CH:33]=[CH:34][CH:35]=[N:36][C:18]1=2)[CH3:16].O[C:38]1[CH:43]=[CH:42][C:41]([NH:44][C:45](=[O:51])[O:46][C:47]([CH3:50])([CH3:49])[CH3:48])=[CH:40][C:39]=1[CH3:52].C1C=CC(P(C2C=CC=CC=2)C2C=CC=CC=2)=CC=1. (2) Given the product [CH2:1]([N:8]1[CH2:19][CH2:18][C:11]2[N:12]=[C:13]([NH2:17])[N:14]=[C:15]([C:22]3[CH:23]=[CH:24][CH:25]=[CH:26][C:21]=3[Cl:20])[C:10]=2[CH2:9]1)[C:2]1[CH:7]=[CH:6][CH:5]=[CH:4][CH:3]=1, predict the reactants needed to synthesize it. The reactants are: [CH2:1]([N:8]1[CH2:19][CH2:18][C:11]2[N:12]=[C:13]([NH2:17])[N:14]=[C:15](Cl)[C:10]=2[CH2:9]1)[C:2]1[CH:7]=[CH:6][CH:5]=[CH:4][CH:3]=1.[Cl:20][C:21]1[CH:26]=[CH:25][CH:24]=[CH:23][C:22]=1B(O)O.C(=O)([O-])[O-].[K+].[K+].